Dataset: NCI-60 drug combinations with 297,098 pairs across 59 cell lines. Task: Regression. Given two drug SMILES strings and cell line genomic features, predict the synergy score measuring deviation from expected non-interaction effect. (1) Drug 1: C1=CC(=C2C(=C1NCCNCCO)C(=O)C3=C(C=CC(=C3C2=O)O)O)NCCNCCO. Drug 2: C1=NC(=NC(=O)N1C2C(C(C(O2)CO)O)O)N. Cell line: NCI/ADR-RES. Synergy scores: CSS=10.6, Synergy_ZIP=2.49, Synergy_Bliss=6.25, Synergy_Loewe=5.65, Synergy_HSA=5.50. (2) Drug 1: C1=C(C(=O)NC(=O)N1)N(CCCl)CCCl. Drug 2: CCC1(C2=C(COC1=O)C(=O)N3CC4=CC5=C(C=CC(=C5CN(C)C)O)N=C4C3=C2)O.Cl. Cell line: TK-10. Synergy scores: CSS=21.0, Synergy_ZIP=-7.26, Synergy_Bliss=-0.387, Synergy_Loewe=-3.96, Synergy_HSA=0.203. (3) Drug 1: C1CC(=O)NC(=O)C1N2CC3=C(C2=O)C=CC=C3N. Drug 2: C(CN)CNCCSP(=O)(O)O. Cell line: HT29. Synergy scores: CSS=8.01, Synergy_ZIP=-1.66, Synergy_Bliss=-0.957, Synergy_Loewe=1.78, Synergy_HSA=0.590. (4) Drug 1: CN(C)N=NC1=C(NC=N1)C(=O)N. Drug 2: CN(CCCl)CCCl.Cl. Cell line: MCF7. Synergy scores: CSS=1.73, Synergy_ZIP=-5.58, Synergy_Bliss=-10.5, Synergy_Loewe=-44.2, Synergy_HSA=-11.6. (5) Drug 1: COC1=NC(=NC2=C1N=CN2C3C(C(C(O3)CO)O)O)N. Drug 2: CC1=C(C(=O)C2=C(C1=O)N3CC4C(C3(C2COC(=O)N)OC)N4)N. Cell line: OVCAR-4. Synergy scores: CSS=-2.92, Synergy_ZIP=0.267, Synergy_Bliss=-0.278, Synergy_Loewe=-14.4, Synergy_HSA=-5.67. (6) Drug 1: CC1=C2C(C(=O)C3(C(CC4C(C3C(C(C2(C)C)(CC1OC(=O)C(C(C5=CC=CC=C5)NC(=O)OC(C)(C)C)O)O)OC(=O)C6=CC=CC=C6)(CO4)OC(=O)C)O)C)O. Drug 2: C1CCC(C(C1)N)N.C(=O)(C(=O)[O-])[O-].[Pt+4]. Cell line: MDA-MB-435. Synergy scores: CSS=22.3, Synergy_ZIP=-6.90, Synergy_Bliss=-7.46, Synergy_Loewe=3.94, Synergy_HSA=-1.36. (7) Drug 1: CCC1=CC2CC(C3=C(CN(C2)C1)C4=CC=CC=C4N3)(C5=C(C=C6C(=C5)C78CCN9C7C(C=CC9)(C(C(C8N6C)(C(=O)OC)O)OC(=O)C)CC)OC)C(=O)OC.C(C(C(=O)O)O)(C(=O)O)O. Drug 2: COC1=NC(=NC2=C1N=CN2C3C(C(C(O3)CO)O)O)N. Synergy scores: CSS=34.5, Synergy_ZIP=3.65, Synergy_Bliss=6.03, Synergy_Loewe=-44.1, Synergy_HSA=4.15. Cell line: HOP-62.